Dataset: Full USPTO retrosynthesis dataset with 1.9M reactions from patents (1976-2016). Task: Predict the reactants needed to synthesize the given product. (1) Given the product [F:2][C:3]1[CH:21]=[CH:20][C:6]2[NH:7][C:8]3[S:9][C:10]4[CH:19]=[CH:18][CH:17]=[CH:16][C:11]=4[C:12]=3[C:13]([N:15]3[CH2:29][CH2:28][NH:27][C@@H:26]([CH2:25][CH2:24][O:23][CH3:22])[CH2:31]3)=[N:14][C:5]=2[CH:4]=1, predict the reactants needed to synthesize it. The reactants are: Cl.[F:2][C:3]1[CH:21]=[CH:20][C:6]2[NH:7][C:8]3[S:9][C:10]4[CH:19]=[CH:18][CH:17]=[CH:16][C:11]=4[C:12]=3[C:13]([NH2:15])=[N:14][C:5]=2[CH:4]=1.[CH3:22][O:23][CH2:24][CH2:25][C@H:26]1[CH2:31]N[CH2:29][CH2:28][NH:27]1. (2) Given the product [CH2:1]([S:5]([N:8]1[CH2:18][CH2:17][C:11]2([C:15](=[O:16])[N:14]([C:57]3[CH:58]=[CH:59][C:54]([C:51]([OH:53])([CH3:52])[C:50]([F:61])([F:62])[F:49])=[CH:55][CH:56]=3)[CH2:13][CH2:12]2)[CH2:10][CH2:9]1)(=[O:6])=[O:7])[CH:2]([CH3:4])[CH3:3], predict the reactants needed to synthesize it. The reactants are: [CH2:1]([S:5]([N:8]1[CH2:18][CH2:17][C:11]2([C:15](=[O:16])[NH:14][CH2:13][CH2:12]2)[CH2:10][CH2:9]1)(=[O:7])=[O:6])[CH:2]([CH3:4])[CH3:3].C(S(N1CCC2(C(=O)N(C3C=CC(C(O)C(F)(F)F)=CC=3)CC2)CC1)(=O)=O)C(C)C.[F:49][C:50]([F:62])([F:61])[C:51]([C:54]1[CH:59]=[CH:58][C:57](I)=[CH:56][CH:55]=1)([OH:53])[CH3:52]. (3) Given the product [ClH:86].[ClH:86].[F:83][C:81]1[CH:82]=[C:77]([CH:78]=[C:79]([F:84])[CH:80]=1)[CH2:76][C@H:62]([NH:61][C:11](=[O:13])[C:10]1[CH:14]=[C:15]([CH3:17])[CH:16]=[C:8]([CH2:7][N:5]([CH2:4][CH2:3][O:2][CH3:1])[CH3:6])[CH:9]=1)[C@H:63]([OH:75])[CH2:64][NH:65][CH2:66][C:67]1[CH:72]=[CH:71][CH:70]=[C:69]([CH2:73][CH3:74])[CH:68]=1, predict the reactants needed to synthesize it. The reactants are: [CH3:1][O:2][CH2:3][CH2:4][N:5]([CH2:7][C:8]1[CH:9]=[C:10]([CH:14]=[C:15]([CH3:17])[CH:16]=1)[C:11]([OH:13])=O)[CH3:6].CN(C(ON1N=NC2C=CC=CC1=2)=[N+](C)C)C.F[P-](F)(F)(F)(F)F.C1C=CC2N(O)N=NC=2C=1.C(N(CC)C(C)C)(C)C.[NH2:61][C@@H:62]([CH2:76][C:77]1[CH:82]=[C:81]([F:83])[CH:80]=[C:79]([F:84])[CH:78]=1)[C@H:63]([OH:75])[CH2:64][NH:65][CH2:66][C:67]1[CH:72]=[CH:71][CH:70]=[C:69]([CH2:73][CH3:74])[CH:68]=1.C(Cl)[Cl:86]. (4) The reactants are: S(Cl)(Cl)=O.[CH:5]1([N:9]2[CH2:14][CH2:13][CH:12]([N:15]3[CH2:24][CH2:23][C:22]4[C:17](=[CH:18][CH:19]=[C:20](OCC5C=CC(C(O)=O)=CC=5)[CH:21]=4)[C:16]3=[O:36])[CH2:11][CH2:10]2)[CH2:8][CH2:7][CH2:6]1.[O:37]1[CH2:41][CH2:40][CH2:39][CH2:38]1. Given the product [CH:5]1([N:9]2[CH2:14][CH2:13][CH:12]([N:15]3[CH2:24][CH2:23][C:22]4[C:17](=[CH:18][CH:19]=[C:20]([O:37][CH2:41][C:40]5[CH:19]=[CH:18][C:17]([C:16]([NH2:15])=[O:36])=[CH:38][CH:39]=5)[CH:21]=4)[C:16]3=[O:36])[CH2:11][CH2:10]2)[CH2:6][CH2:7][CH2:8]1, predict the reactants needed to synthesize it. (5) Given the product [CH2:4]([OH:3])[C@@H:5]([C@H:7]([C@@H:9]([CH2:11][OH:12])[OH:10])[OH:8])[OH:6], predict the reactants needed to synthesize it. The reactants are: [OH-].[Na+].[O:3]=[CH:4][C@@H:5]([C@H:7]([C@@H:9]([CH2:11][OH:12])[OH:10])[OH:8])[OH:6]. (6) Given the product [F:46][C:36]1[CH:35]=[C:34]([CH:39]=[C:38]([N:40]2[CH2:45][CH2:44][CH2:43][CH2:42][CH2:41]2)[CH:37]=1)[C:33]([NH:32][C:27]1[CH:28]=[CH:29][C:30]([CH3:31])=[C:25]([NH:24][C:18](=[O:19])[C:17]2[CH:21]=[CH:22][CH:23]=[C:15]([O:14][CH:11]3[CH2:10][CH2:9][N:8]([C:6]([O:5][C:1]([CH3:4])([CH3:2])[CH3:3])=[O:7])[CH2:13][CH2:12]3)[CH:16]=2)[CH:26]=1)=[O:47], predict the reactants needed to synthesize it. The reactants are: [C:1]([O:5][C:6]([N:8]1[CH2:13][CH2:12][CH:11]([O:14][C:15]2[CH:16]=[C:17]([CH:21]=[CH:22][CH:23]=2)[C:18](O)=[O:19])[CH2:10][CH2:9]1)=[O:7])([CH3:4])([CH3:3])[CH3:2].[NH2:24][C:25]1[CH:26]=[C:27]([NH:32][C:33](=[O:47])[C:34]2[CH:39]=[C:38]([N:40]3[CH2:45][CH2:44][CH2:43][CH2:42][CH2:41]3)[CH:37]=[C:36]([F:46])[CH:35]=2)[CH:28]=[CH:29][C:30]=1[CH3:31]. (7) Given the product [Cl:1][C:2]1[CH:3]=[C:4]([NH:17][C:18]2[C:23]([C:24]#[C:25][C:26]3[O:30][C:29]([CH2:31][NH:52][CH2:51][CH2:50][C:49]#[N:48])=[CH:28][CH:27]=3)=[CH:22][N:21]=[CH:20][N:19]=2)[CH:5]=[CH:6][C:7]=1[O:8][CH2:9][C:10]1[CH:15]=[CH:14][CH:13]=[C:12]([F:16])[CH:11]=1, predict the reactants needed to synthesize it. The reactants are: [Cl:1][C:2]1[CH:3]=[C:4]([NH:17][C:18]2[C:23]([C:24]#[C:25][C:26]3[O:30][C:29]([CH:31]=O)=[CH:28][CH:27]=3)=[CH:22][N:21]=[CH:20][N:19]=2)[CH:5]=[CH:6][C:7]=1[O:8][CH2:9][C:10]1[CH:15]=[CH:14][CH:13]=[C:12]([F:16])[CH:11]=1.CC(O)=O.C(N(CC)CC)C.ClC(Cl)C.[NH2:48][CH2:49][CH2:50][C:51]#[N:52].C([BH3-])#N.[Na+]. (8) Given the product [C:24]([CH2:23][N:7]1[C:8]2[C:4](=[C:3]([C:2]([F:14])([F:1])[F:15])[C:11]([C:12]#[N:13])=[CH:10][CH:9]=2)[CH:5]=[CH:6]1)#[N:25], predict the reactants needed to synthesize it. The reactants are: [F:1][C:2]([F:15])([F:14])[C:3]1[C:11]([C:12]#[N:13])=[CH:10][CH:9]=[C:8]2[C:4]=1[CH:5]=[CH:6][NH:7]2.C([O-])([O-])=O.[Cs+].[Cs+].Br[CH2:23][C:24]#[N:25]. (9) Given the product [C:17]1([CH2:41][O:42][C@@H:5]2[C@H:6]([OH:11])[C@@H:7]([CH2:9][OH:10])[O:8][C@H:4]2[N:3]2[CH:2]=[CH:1][C:15](=[O:16])[NH:14][C:13]2=[O:12])[C:34]2[C:35]3[C:40]4[C:19](=[CH:20][CH:21]=[C:22]5[C:39]=4[C:38]4[C:25](=[CH:26][CH:27]=[C:28]6[C:37]=4[C:36]=3[C:31](=[CH:32][CH:33]=2)[CH:30]=[CH:29]6)[CH:24]=[CH:23]5)[CH:18]=1, predict the reactants needed to synthesize it. The reactants are: [CH:1]1[C:15](=[O:16])[N:14]=[C:13]2[N:3]([C@@H:4]3[O:8][C@H:7]([CH2:9][OH:10])[C@@H:6]([OH:11])[C@@H:5]3[O:12]2)[CH:2]=1.[C:17]1([CH2:41][OH:42])[C:34]2[C:35]3[C:40]4[C:19](=[CH:20][CH:21]=[C:22]5[C:39]=4[C:38]4[C:25](=[CH:26][CH:27]=[C:28]6[C:37]=4[C:36]=3[C:31](=[CH:32][CH:33]=2)[CH:30]=[CH:29]6)[CH:24]=[CH:23]5)[CH:18]=1.C([O-])(O)=O.[Na+].C1COCC1. (10) Given the product [Br:22][C:19]1[CH:20]=[CH:21][C:16]([NH:15][C:14]2[C:13]([F:24])=[C:12]3[C:7]([C:8]([CH3:25])=[N:9][CH:10]=[N:11]3)=[CH:6][C:5]=2[C:3]([OH:4])=[O:2])=[C:17]([Cl:23])[CH:18]=1, predict the reactants needed to synthesize it. The reactants are: C[O:2][C:3]([C:5]1[CH:6]=[C:7]2[C:12](=[C:13]([F:24])[C:14]=1[NH:15][C:16]1[CH:21]=[CH:20][C:19]([Br:22])=[CH:18][C:17]=1[Cl:23])[N:11]=[CH:10][N:9]=[C:8]2[CH3:25])=[O:4].[Li+].[OH-].Cl.